From a dataset of Full USPTO retrosynthesis dataset with 1.9M reactions from patents (1976-2016). Predict the reactants needed to synthesize the given product. (1) Given the product [NH:13]1[C:12]2[CH:16]=[CH:17][C:9]([N:8]3[CH:24]([CH:18]4[CH2:19][CH2:20][CH2:21][CH2:22][CH2:23]4)[CH2:33][NH:32][C:37]3=[O:38])=[CH:10][C:11]=2[N:15]=[CH:14]1, predict the reactants needed to synthesize it. The reactants are: FC(F)(F)C([O-])=O.[NH2:8][C:9]1[CH:17]=[CH:16][C:12]2[N:13]=[CH:14][NH:15][C:11]=2[CH:10]=1.[CH:18]1([CH:24]=O)[CH2:23][CH2:22][CH2:21][CH2:20][CH2:19]1.[Si](C#N)(C)(C)C.[N:32]1([C:37](N2C=CN=C2)=[O:38])C=CN=[CH:33]1. (2) Given the product [Cl:1][C:2]1[CH:7]=[C:6]([C:8]2[N:9]=[C:10]([NH:20][CH2:21][CH3:22])[S:11][C:12]=2[C:13]2[CH:18]=[CH:17][N:16]=[C:15]([NH:39][C:27]3[CH:28]=[CH:29][C:30]([O:31][CH2:32][CH2:33][N:34]4[CH2:35][CH2:36][CH2:37][CH2:38]4)=[C:25]([Cl:24])[CH:26]=3)[N:14]=2)[CH:5]=[CH:4][N:3]=1, predict the reactants needed to synthesize it. The reactants are: [Cl:1][C:2]1[CH:7]=[C:6]([C:8]2[N:9]=[C:10]([NH:20][CH2:21][CH3:22])[S:11][C:12]=2[C:13]2[CH:18]=[CH:17][N:16]=[C:15](Cl)[N:14]=2)[CH:5]=[CH:4][N:3]=1.Cl.[Cl:24][C:25]1[CH:26]=[C:27]([NH2:39])[CH:28]=[CH:29][C:30]=1[O:31][CH2:32][CH2:33][N:34]1[CH2:38][CH2:37][CH2:36][CH2:35]1. (3) Given the product [Cl:1][C:2]1[CH:3]=[C:4]([C@H:9]2[C:18]3[C:13](=[CH:14][C:15]([C:19]#[C:20][CH2:21][CH2:22][CH2:23][O:24][CH3:36])=[CH:16][CH:17]=3)[C@@H:12]([N:25]([C:27]([O:29][C:30]([CH3:33])([CH3:32])[CH3:31])=[O:28])[CH3:26])[CH2:11][CH2:10]2)[CH:5]=[CH:6][C:7]=1[Cl:8], predict the reactants needed to synthesize it. The reactants are: [Cl:1][C:2]1[CH:3]=[C:4]([C@H:9]2[C:18]3[C:13](=[CH:14][C:15]([C:19]#[C:20][CH2:21][CH2:22][CH2:23][OH:24])=[CH:16][CH:17]=3)[C@@H:12]([N:25]([C:27]([O:29][C:30]([CH3:33])([CH3:32])[CH3:31])=[O:28])[CH3:26])[CH2:11][CH2:10]2)[CH:5]=[CH:6][C:7]=1[Cl:8].[H-].[Na+].[CH3:36]I. (4) Given the product [C:47]([C:45]1[N:46]=[C:42]([NH:41][C:39]([C:37]2[CH:36]=[CH:35][N:15]3[C:16](=[O:34])[C:17](/[CH:18]=[CH:19]/[C:20]4[N:24]([CH2:25][C:26]5[CH:31]=[CH:30][C:29]([O:32][CH3:33])=[CH:28][CH:27]=5)[N:23]=[N:22][N:21]=4)=[C:12]([N:9]4[CH2:10][CH2:11][CH:6]([CH2:5][C:4]([OH:51])=[O:3])[CH2:7][CH2:8]4)[N:13]=[C:14]3[CH:38]=2)=[O:40])[S:43][CH:44]=1)([CH3:50])([CH3:48])[CH3:49], predict the reactants needed to synthesize it. The reactants are: C([O:3][C:4](=[O:51])[CH2:5][CH:6]1[CH2:11][CH2:10][N:9]([C:12]2[N:13]=[C:14]3[CH:38]=[C:37]([C:39]([NH:41][C:42]4[S:43][CH:44]=[C:45]([C:47]([CH3:50])([CH3:49])[CH3:48])[N:46]=4)=[O:40])[CH:36]=[CH:35][N:15]3[C:16](=[O:34])[C:17]=2/[CH:18]=[CH:19]/[C:20]2[N:24]([CH2:25][C:26]3[CH:31]=[CH:30][C:29]([O:32][CH3:33])=[CH:28][CH:27]=3)[N:23]=[N:22][N:21]=2)[CH2:8][CH2:7]1)C.[OH-].[Na+].Cl.